Dataset: Peptide-MHC class I binding affinity with 185,985 pairs from IEDB/IMGT. Task: Regression. Given a peptide amino acid sequence and an MHC pseudo amino acid sequence, predict their binding affinity value. This is MHC class I binding data. (1) The peptide sequence is NAAISDYDYY. The MHC is HLA-A29:02 with pseudo-sequence HLA-A29:02. The binding affinity (normalized) is 0.396. (2) The peptide sequence is LMSFTILCL. The MHC is HLA-A02:03 with pseudo-sequence HLA-A02:03. The binding affinity (normalized) is 0.742. (3) The peptide sequence is KTWMDIEGR. The MHC is HLA-A03:01 with pseudo-sequence HLA-A03:01. The binding affinity (normalized) is 0.164. (4) The peptide sequence is FVRACLRRL. The MHC is HLA-B54:01 with pseudo-sequence HLA-B54:01. The binding affinity (normalized) is 0.0902. (5) The peptide sequence is ITSQDVLYSW. The MHC is Patr-B0101 with pseudo-sequence Patr-B0101. The binding affinity (normalized) is 0. (6) The peptide sequence is NFIKGAKKI. The MHC is HLA-A24:02 with pseudo-sequence HLA-A24:02. The binding affinity (normalized) is 0.210. (7) The binding affinity (normalized) is 0.0847. The peptide sequence is LVTGAGSGF. The MHC is HLA-B39:01 with pseudo-sequence HLA-B39:01.